Dataset: Reaction yield outcomes from USPTO patents with 853,638 reactions. Task: Predict the reaction yield, written as a fraction of the theoretical maximum amount of product (1.0 means a 100% yield; for example, 0.34 means a 34% yield). (1) The reactants are [O:1]=[C:2]1[CH:7]([N:8]2[CH2:16][C:15]3[C:14]([C:17]#[N:18])=[CH:13][CH:12]=[CH:11][C:10]=3[C:9]2=[O:19])[CH2:6][CH2:5][C:4](=[O:20])[NH:3]1.[ClH:21]. The catalyst is CO.[Pd]. The product is [ClH:21].[NH2:18][CH2:17][C:14]1[CH:13]=[CH:12][CH:11]=[C:10]2[C:15]=1[CH2:16][N:8]([CH:7]1[CH2:6][CH2:5][C:4](=[O:20])[NH:3][C:2]1=[O:1])[C:9]2=[O:19]. The yield is 0.990. (2) The reactants are [F:1][C:2]1[CH:3]=[C:4]([NH:8][C:9]2[N:18]=[CH:17][C:16]3[C:11](=[CH:12][C:13]([OH:24])=[C:14]([C:19]4[S:20][CH:21]=[CH:22][N:23]=4)[CH:15]=3)[N:10]=2)[CH:5]=[CH:6][CH:7]=1.C1([O:31][S:32]([C:35]([F:38])([F:37])[F:36])(=O)=[O:33])C=CC=CC=1.CCN(C(C)C)C(C)C. The catalyst is CN1C(=O)CCC1. The product is [F:36][C:35]([F:38])([F:37])[S:32]([O:24][C:13]1[CH:12]=[C:11]2[C:16]([CH:17]=[N:18][C:9]([NH:8][C:4]3[CH:5]=[CH:6][CH:7]=[C:2]([F:1])[CH:3]=3)=[N:10]2)=[CH:15][C:14]=1[C:19]1[S:20][CH:21]=[CH:22][N:23]=1)(=[O:33])=[O:31]. The yield is 0.800. (3) The reactants are [CH3:1][CH:2]1[CH2:7][CH2:6][N:5]([C:8]2[CH:9]=[C:10]([C:17]#[C:18][CH2:19]O)[CH:11]=[CH:12][C:13]=2[N+:14]([O-:16])=[O:15])[CH2:4][CH2:3]1.[CH2:21]([N:23](CC)[CH2:24]C)[CH3:22].CS(Cl)(=O)=O.O. The catalyst is C(Cl)Cl.C(NC)C. The product is [CH2:21]([N:23]([CH3:24])[CH2:19][C:18]#[C:17][C:10]1[CH:11]=[CH:12][C:13]([N+:14]([O-:16])=[O:15])=[C:8]([N:5]2[CH2:6][CH2:7][CH:2]([CH3:1])[CH2:3][CH2:4]2)[CH:9]=1)[CH3:22]. The yield is 1.00. (4) The reactants are [C:1]([C:5]1[O:9][N:8]=[C:7]([NH:10][C:11]([NH:13][C:14]2[CH:19]=[CH:18][CH:17]=[C:16]([OH:20])[CH:15]=2)=[O:12])[CH:6]=1)([CH3:4])([CH3:3])[CH3:2].Cl[C:22]1[C:31]2[C:26](=[CH:27][CH:28]=[C:29]([I:32])[CH:30]=2)[N:25]=[CH:24][N:23]=1.C([O-])([O-])=O.[Cs+].[Cs+]. The catalyst is C(O)(C)C. The product is [C:1]([C:5]1[O:9][N:8]=[C:7]([NH:10][C:11]([NH:13][C:14]2[CH:19]=[CH:18][CH:17]=[C:16]([O:20][C:22]3[C:31]4[C:26](=[CH:27][CH:28]=[C:29]([I:32])[CH:30]=4)[N:25]=[CH:24][N:23]=3)[CH:15]=2)=[O:12])[CH:6]=1)([CH3:4])([CH3:2])[CH3:3]. The yield is 0.690. (5) The reactants are [CH:1]([N:4]1[C:8]2[CH:9]=[CH:10][CH:11]=[CH:12][C:7]=2[N:6]([C:13]([NH:15][CH2:16][CH:17]2[CH2:22][CH2:21][N:20]([CH2:23][C:24]3([C:30]([O:32]C(C)(C)C)=[O:31])[CH2:29][CH2:28][O:27][CH2:26][CH2:25]3)[CH2:19][CH2:18]2)=[O:14])[C:5]1=[O:37])([CH3:3])[CH3:2].Cl. The catalyst is C1COCC1. The product is [CH:1]([N:4]1[C:8]2[CH:9]=[CH:10][CH:11]=[CH:12][C:7]=2[N:6]([C:13]([NH:15][CH2:16][CH:17]2[CH2:18][CH2:19][N:20]([CH2:23][C:24]3([C:30]([OH:32])=[O:31])[CH2:25][CH2:26][O:27][CH2:28][CH2:29]3)[CH2:21][CH2:22]2)=[O:14])[C:5]1=[O:37])([CH3:3])[CH3:2]. The yield is 0.920. (6) The reactants are [C:1]([O:7][CH2:8][N:9]1[C:13]2[N:14]=[N:15][CH:16]=[C:17]([C:18]3[CH:19]=[N:20][N:21]([C@H:23]([CH:27]4[CH2:31][CH2:30][CH2:29][CH2:28]4)[CH2:24][CH:25]=O)[CH:22]=3)[C:12]=2[CH:11]=[CH:10]1)(=[O:6])[C:2]([CH3:5])([CH3:4])[CH3:3].[OH-].[NH4+:33].II. The catalyst is C1COCC1. The product is [C:1]([O:7][CH2:8][N:9]1[C:13]2[N:14]=[N:15][CH:16]=[C:17]([C:18]3[CH:19]=[N:20][N:21]([C@H:23]([CH:27]4[CH2:28][CH2:29][CH2:30][CH2:31]4)[CH2:24][C:25]#[N:33])[CH:22]=3)[C:12]=2[CH:11]=[CH:10]1)(=[O:6])[C:2]([CH3:5])([CH3:3])[CH3:4]. The yield is 0.840.